This data is from Forward reaction prediction with 1.9M reactions from USPTO patents (1976-2016). The task is: Predict the product of the given reaction. (1) Given the reactants Cl[C:2]1[CH:7]=[C:6]([CH2:8][N:9]2[C:13]([CH3:15])([CH3:14])[C:12](=[O:16])[N:11]([C:17]3[CH:22]=[CH:21][C:20]([S:23][C:24]([F:27])([F:26])[F:25])=[CH:19][CH:18]=3)[C:10]2=[O:28])[CH:5]=[CH:4][N:3]=1.[F:29][C:30]1[CH:36]=[CH:35][C:34]([F:37])=[CH:33][C:31]=1[NH2:32].CC1(C)C2C=CC=C(P(C3C=CC=CC=3)C3C=CC=CC=3)C=2OC2C1=CC=CC=2P(C1C=CC=CC=1)C1C=CC=CC=1.C(=O)([O-])[O-].[Cs+].[Cs+], predict the reaction product. The product is: [F:29][C:30]1[CH:36]=[CH:35][C:34]([F:37])=[CH:33][C:31]=1[NH:32][C:2]1[CH:7]=[C:6]([CH2:8][N:9]2[C:13]([CH3:14])([CH3:15])[C:12](=[O:16])[N:11]([C:17]3[CH:22]=[CH:21][C:20]([S:23][C:24]([F:26])([F:25])[F:27])=[CH:19][CH:18]=3)[C:10]2=[O:28])[CH:5]=[CH:4][N:3]=1. (2) Given the reactants Br[C:2]1[C:3]([CH3:18])=[C:4]([CH:15]=[CH:16][CH:17]=1)[CH2:5][CH2:6][O:7][Si:8]([C:11]([CH3:14])([CH3:13])[CH3:12])([CH3:10])[CH3:9].C([Li])CCC.CN(C)[CH:26]=[O:27], predict the reaction product. The product is: [Si:8]([O:7][CH2:6][CH2:5][C:4]1[C:3]([CH3:18])=[C:2]([CH:17]=[CH:16][CH:15]=1)[CH:26]=[O:27])([C:11]([CH3:14])([CH3:13])[CH3:12])([CH3:10])[CH3:9]. (3) Given the reactants [NH2:1][C:2]1[CH:7]=[CH:6][N:5]=[CH:4][CH:3]=1.C([O:11][C:12](=O)[CH:13]([CH3:15])[OH:14])(=O)C.N=C=N, predict the reaction product. The product is: [C:12]([C:4]1[CH:3]=[C:2]([NH2:1])[CH:7]=[CH:6][N:5]=1)(=[O:11])[CH:13]([CH3:15])[OH:14]. (4) Given the reactants [NH2:1][C:2]1[N:7]=[CH:6][C:5]([C:8]#[C:9][C:10]2[CH:11]=[C:12]([N:16](C)[C:17](=O)OC(C)(C)C)[CH:13]=[CH:14][CH:15]=2)=[CH:4][N:3]=1, predict the reaction product. The product is: [CH3:17][NH:16][C:12]1[CH:11]=[C:10]([C:9]#[C:8][C:5]2[CH:4]=[N:3][C:2]([NH2:1])=[N:7][CH:6]=2)[CH:15]=[CH:14][CH:13]=1. (5) Given the reactants [CH3:1][O:2][C:3](=[O:14])[CH2:4][C:5]1[C:13]2[C:8](=[CH:9][CH:10]=[CH:11][CH:12]=2)[NH:7][CH:6]=1.[H-].[Na+].[CH2:17](I)[CH2:18][CH2:19][CH3:20].Cl, predict the reaction product. The product is: [CH3:1][O:2][C:3](=[O:14])[CH2:4][C:5]1[C:13]2[C:8](=[CH:9][CH:10]=[CH:11][CH:12]=2)[N:7]([CH2:17][CH2:18][CH2:19][CH3:20])[CH:6]=1.